This data is from Full USPTO retrosynthesis dataset with 1.9M reactions from patents (1976-2016). The task is: Predict the reactants needed to synthesize the given product. (1) Given the product [CH2:20]([O:19][C:17](=[O:18])[N:14]([C@H:11]1[CH2:12][CH2:13][C@H:8]([O:7][CH2:6][CH2:5][CH2:4][CH2:3][Br:2])[CH2:9][CH2:10]1)[CH3:15])[CH:21]([CH3:23])[CH3:22], predict the reactants needed to synthesize it. The reactants are: Cl.[Br:2][CH2:3][CH2:4][CH2:5][CH2:6][O:7][C@H:8]1[CH2:13][CH2:12][C@H:11]([NH:14][CH3:15])[CH2:10][CH2:9]1.Cl[C:17]([O:19][CH2:20][CH:21]([CH3:23])[CH3:22])=[O:18]. (2) Given the product [C:32](=[O:33])([O:34][C:35]1[CH:36]=[CH:37][C:38]([N+:41]([O-:43])=[O:42])=[CH:39][CH:40]=1)[O:15][CH2:14][C:13](=[C:11]1[CH2:12][N:9]([CH:8]([C:5]2[CH:6]=[CH:7][C:2]([Cl:1])=[CH:3][CH:4]=2)[C:24]2[CH:25]=[CH:26][C:27]([Cl:30])=[CH:28][CH:29]=2)[CH2:10]1)[C:16]1[CH:17]=[C:18]([F:23])[CH:19]=[C:20]([F:22])[CH:21]=1, predict the reactants needed to synthesize it. The reactants are: [Cl:1][C:2]1[CH:7]=[CH:6][C:5]([CH:8]([C:24]2[CH:29]=[CH:28][C:27]([Cl:30])=[CH:26][CH:25]=2)[N:9]2[CH2:12][C:11](=[C:13]([C:16]3[CH:21]=[C:20]([F:22])[CH:19]=[C:18]([F:23])[CH:17]=3)[CH2:14][OH:15])[CH2:10]2)=[CH:4][CH:3]=1.Cl[C:32]([O:34][C:35]1[CH:40]=[CH:39][C:38]([N+:41]([O-:43])=[O:42])=[CH:37][CH:36]=1)=[O:33]. (3) Given the product [NH2:22][C:2]1[CH:3]=[C:4]([C:8]([C:10]2[C:14]3[CH:15]=[N:16][CH:17]=[CH:18][C:13]=3[N:12]([CH:19]([CH3:21])[CH3:20])[CH:11]=2)=[O:9])[CH:5]=[N:6][CH:7]=1, predict the reactants needed to synthesize it. The reactants are: Br[C:2]1[CH:3]=[C:4]([C:8]([C:10]2[C:14]3[CH:15]=[N:16][CH:17]=[CH:18][C:13]=3[N:12]([CH:19]([CH3:21])[CH3:20])[CH:11]=2)=[O:9])[CH:5]=[N:6][CH:7]=1.[NH3:22]. (4) Given the product [Cl:7][C:8]1[CH:9]=[C:10]([CH:14]=[CH:15][CH:16]=1)[C:11]([NH:6][CH:1]1[CH2:5][CH2:4][CH2:3][CH2:2]1)=[O:12], predict the reactants needed to synthesize it. The reactants are: [CH:1]1([NH2:6])[CH2:5][CH2:4][CH2:3][CH2:2]1.[Cl:7][C:8]1[CH:9]=[C:10]([CH:14]=[CH:15][CH:16]=1)[C:11](Cl)=[O:12]. (5) The reactants are: [F:1][C:2]([C:5]1[N:6]=[C:7]([CH2:10][N:11]2[N:15]=[C:14]([NH2:16])[CH:13]=[N:12]2)[S:8][CH:9]=1)([F:4])[CH3:3].[C:17]1([CH3:31])[CH:22]=[CH:21][CH:20]=[C:19]([C:23]2[O:27][CH:26]=[N:25][C:24]=2[C:28](O)=[O:29])[CH:18]=1. Given the product [F:1][C:2]([C:5]1[N:6]=[C:7]([CH2:10][N:11]2[N:15]=[C:14]([NH:16][C:28]([C:24]3[N:25]=[CH:26][O:27][C:23]=3[C:19]3[CH:18]=[C:17]([CH3:31])[CH:22]=[CH:21][CH:20]=3)=[O:29])[CH:13]=[N:12]2)[S:8][CH:9]=1)([F:4])[CH3:3], predict the reactants needed to synthesize it. (6) Given the product [CH3:4][C:3]([C:6]1[CH:11]=[CH:10][N:9]=[C:8]([NH:12][C:13](=[O:19])[O:14][C:15]([CH3:18])([CH3:17])[CH3:16])[CH:7]=1)([CH3:5])[CH2:2][O:1][C:23]1[C:32]2[C:27](=[CH:28][CH:29]=[CH:30][CH:31]=2)[C:26]([N+:33]([O-:35])=[O:34])=[CH:25][CH:24]=1, predict the reactants needed to synthesize it. The reactants are: [OH:1][CH2:2][C:3]([C:6]1[CH:11]=[CH:10][N:9]=[C:8]([NH:12][C:13](=[O:19])[O:14][C:15]([CH3:18])([CH3:17])[CH3:16])[CH:7]=1)([CH3:5])[CH3:4].[H-].[Na+].F[C:23]1[C:32]2[C:27](=[CH:28][CH:29]=[CH:30][CH:31]=2)[C:26]([N+:33]([O-:35])=[O:34])=[CH:25][CH:24]=1.C([O-])(O)=O.[Na+].